This data is from Catalyst prediction with 721,799 reactions and 888 catalyst types from USPTO. The task is: Predict which catalyst facilitates the given reaction. (1) Reactant: [Br:1][C:2]1[CH:3]=[C:4]([OH:9])[CH:5]=[CH:6][C:7]=1[F:8].[O:10]1[CH:15]=[CH:14][CH2:13][CH2:12][CH2:11]1.C1(C)C=CC(S([O-])(=O)=O)=CC=1.[NH+]1C=CC=CC=1.O. Product: [Br:1][C:2]1[CH:3]=[C:4]([CH:5]=[CH:6][C:7]=1[F:8])[O:9][CH:11]1[CH2:12][CH2:13][CH2:14][CH2:15][O:10]1. The catalyst class is: 11. (2) Reactant: [CH2:1]([O:8][C:9]1[C:14]2[NH:15][C:16](=[O:18])[S:17][C:13]=2[C:12]([C@@H:19]([OH:22])[CH2:20]Br)=[CH:11][CH:10]=1)[C:2]1[CH:7]=[CH:6][CH:5]=[CH:4][CH:3]=1.[N-:23]=[N+:24]=[N-:25].[Na+].[I-].[Na+]. Product: [N:23]([CH2:20][C@@H:19]([C:12]1[C:13]2[S:17][C:16](=[O:18])[NH:15][C:14]=2[C:9]([O:8][CH2:1][C:2]2[CH:7]=[CH:6][CH:5]=[CH:4][CH:3]=2)=[CH:10][CH:11]=1)[OH:22])=[N+:24]=[N-:25]. The catalyst class is: 16. (3) Reactant: [CH3:1][C:2]1[CH2:7][CH2:6][CH2:5][C:4]([CH3:9])([CH3:8])[C:3]=1[CH2:10][CH:11]=O.CC1(C)C(C)CCC1CC[CH2:22][C:23]([OH:25])=[O:24].CCOC(C)=O. Product: [CH3:9][C:4]1([CH3:8])[CH2:5][CH2:6][CH2:7][CH:2]([CH3:1])[CH:3]1[CH2:10][CH2:11][CH2:22][C:23]([OH:25])=[O:24]. The catalyst class is: 5. (4) Reactant: C[O:2][C:3]1[C:12]([C:13]2[S:14][CH:15]=[CH:16][N:17]=2)=[CH:11][C:10]2[N:9]=[C:8]([C:18]3[S:19][CH:20]=[CH:21][N:22]=3)[CH:7]=[N:6][C:5]=2[C:4]=1[C:23]([O:25]C)=[O:24].B(Br)(Br)Br. The catalyst class is: 4. Product: [OH:2][C:3]1[C:12]([C:13]2[S:14][CH:15]=[CH:16][N:17]=2)=[CH:11][C:10]2[N:9]=[C:8]([C:18]3[S:19][CH:20]=[CH:21][N:22]=3)[CH:7]=[N:6][C:5]=2[C:4]=1[C:23]([OH:25])=[O:24]. (5) Product: [CH2:9]([O:11][C:12](=[O:19])[CH:13]([C:5]1[CH:4]=[CH:3][C:2]([Br:1])=[CH:7][N:6]=1)[C:14]([O:16][CH2:17][CH3:18])=[O:15])[CH3:10]. Reactant: [Br:1][C:2]1[CH:3]=[CH:4][C:5](I)=[N:6][CH:7]=1.[CH2:9]([O:11][C:12](=[O:19])[CH2:13][C:14]([O:16][CH2:17][CH3:18])=[O:15])[CH3:10].C([O-])([O-])=O.[Cs+].[Cs+].N1C=CC=CC=1C(O)=O. The catalyst class is: 185. (6) Reactant: C([O:9][CH:10]([C:27]([NH:29][C@@H:30]([C:32]1[CH:37]=[CH:36][CH:35]=[CH:34][CH:33]=1)[CH3:31])=[O:28])[C@@H:11]([NH:16]C(OCC1C=CC=CC=1)=O)[CH2:12][CH2:13][CH2:14][CH3:15])(=O)C1C=CC=CC=1.[OH-].[Na+]. Product: [NH2:16][C@@H:11]([CH2:12][CH2:13][CH2:14][CH3:15])[CH:10]([OH:9])[C:27]([NH:29][C@@H:30]([C:32]1[CH:33]=[CH:34][CH:35]=[CH:36][CH:37]=1)[CH3:31])=[O:28]. The catalyst class is: 38.